From a dataset of Catalyst prediction with 721,799 reactions and 888 catalyst types from USPTO. Predict which catalyst facilitates the given reaction. (1) Reactant: [CH3:1][C:2]([CH3:9])([CH3:8])[C:3](=O)[CH2:4][C:5]#[N:6].[ClH:10].[NH:11]([C:13]1[CH:14]=[C:15]([CH:21]=[CH:22][CH:23]=1)[C:16]([O:18][CH2:19]C)=[O:17])[NH2:12]. Product: [ClH:10].[NH2:6][C:5]1[N:11]([C:13]2[CH:14]=[C:15]([CH:21]=[CH:22][CH:23]=2)[C:16]([O:18][CH3:19])=[O:17])[N:12]=[C:3]([C:2]([CH3:9])([CH3:8])[CH3:1])[CH:4]=1. The catalyst class is: 5. (2) Reactant: S(Cl)([Cl:3])=O.[CH3:5][O:6][C:7]1[CH:15]=[CH:14][C:10]([C:11](O)=[O:12])=[CH:9][C:8]=1[N+:16]([O-:18])=[O:17]. Product: [CH3:5][O:6][C:7]1[CH:15]=[CH:14][C:10]([C:11]([Cl:3])=[O:12])=[CH:9][C:8]=1[N+:16]([O-:18])=[O:17]. The catalyst class is: 25. (3) Reactant: C[O:2][CH2:3][C@H:4]([CH3:34])[O:5][C:6]1[CH:7]=[C:8]([CH:20]=[C:21]([C:23]2[NH:24][C:25]([C:28]3[O:29][C@@H:30]([CH3:33])[CH2:31][N:32]=3)=[CH:26][CH:27]=2)[CH:22]=1)[O:9][C:10]1[CH:11]=[CH:12][C:13]([C:16]([NH:18][CH3:19])=[O:17])=[N:14][CH:15]=1.B(Br)(Br)Br.C(=O)([O-])O.[Na+]. Product: [OH:2][CH2:3][C@H:4]([CH3:34])[O:5][C:6]1[CH:7]=[C:8]([CH:20]=[C:21]([C:23]2[NH:24][C:25]([C:28]3[O:29][C@@H:30]([CH3:33])[CH2:31][N:32]=3)=[CH:26][CH:27]=2)[CH:22]=1)[O:9][C:10]1[CH:11]=[CH:12][C:13]([C:16]([NH:18][CH3:19])=[O:17])=[N:14][CH:15]=1. The catalyst class is: 2. (4) The catalyst class is: 5. Reactant: [Cl:1][CH2:2][C:3]1([CH3:9])[NH:7][C:6](=[O:8])[CH2:5][CH2:4]1.[Cl:10]OC(C)(C)C. Product: [Cl:10][N:7]1[C:3]([CH2:2][Cl:1])([CH3:9])[CH2:4][CH2:5][C:6]1=[O:8]. (5) Reactant: [CH2:1]([N:3]([C:7]1[CH:27]=[CH:26][C:10]2[N:11]([CH2:19][CH:20]3[CH2:25][CH2:24][O:23][CH2:22][CH2:21]3)[C:12]([C:14]([O:17][CH3:18])([CH3:16])[CH3:15])=[N:13][C:9]=2[CH:8]=1)C(=O)C)[CH3:2]. Product: [CH2:1]([NH:3][C:7]1[CH:27]=[CH:26][C:10]2[N:11]([CH2:19][CH:20]3[CH2:21][CH2:22][O:23][CH2:24][CH2:25]3)[C:12]([C:14]([O:17][CH3:18])([CH3:16])[CH3:15])=[N:13][C:9]=2[CH:8]=1)[CH3:2]. The catalyst class is: 14. (6) Reactant: [NH2:1][C:2]1[CH:3]=[N:4][C:5]2[C:10]([C:11]=1[NH:12][CH2:13][CH2:14][CH2:15][CH2:16][NH:17][C:18](=[O:24])[O:19][C:20]([CH3:23])([CH3:22])[CH3:21])=[CH:9][CH:8]=[C:7]([O:25][CH2:26][C:27]1[CH:32]=[CH:31][CH:30]=[CH:29][CH:28]=1)[CH:6]=2.Cl.N1C=C[CH:37]=[CH:36][CH:35]=1.C(OC)(OC)(OC)CC. Product: [CH2:26]([O:25][C:7]1[CH:8]=[CH:9][C:10]2[C:11]3[N:12]([CH2:13][CH2:14][CH2:15][CH2:16][NH:17][C:18](=[O:24])[O:19][C:20]([CH3:23])([CH3:22])[CH3:21])[C:35]([CH2:36][CH3:37])=[N:1][C:2]=3[CH:3]=[N:4][C:5]=2[CH:6]=1)[C:27]1[CH:28]=[CH:29][CH:30]=[CH:31][CH:32]=1. The catalyst class is: 11. (7) Reactant: Br[C:2]1[CH:17]=[C:16]([CH3:18])[C:5]([O:6][C:7]2[CH:12]=[CH:11][C:10]([N+:13]([O-:15])=[O:14])=[CH:9][N:8]=2)=[C:4]([Cl:19])[CH:3]=1.[C:20]([O:24][CH2:25][CH2:26][CH2:27][CH3:28])(=[O:23])[CH:21]=[CH2:22].C1(CNCC2CCCCC2)CCCCC1.F[B-](F)(F)F.C(P(C(C)(C)C)C(C)(C)C)(C)(C)C. Product: [Cl:19][C:4]1[CH:3]=[C:2](/[CH:22]=[CH:21]/[C:20]([O:24][CH2:25][CH2:26][CH2:27][CH3:28])=[O:23])[CH:17]=[C:16]([CH3:18])[C:5]=1[O:6][C:7]1[CH:12]=[CH:11][C:10]([N+:13]([O-:15])=[O:14])=[CH:9][N:8]=1. The catalyst class is: 552. (8) Reactant: [F:1][C:2]1[CH:30]=[CH:29][C:5]([CH2:6][N:7]([O:22]C2CCCCO2)[C:8]([C:10]2[CH:15]=[C:14]([C:16]3[CH:21]=[CH:20][CH:19]=[CH:18][CH:17]=3)[CH:13]=[CH:12][N:11]=2)=[O:9])=[CH:4][CH:3]=1.C1(C)C=CC(S([O-])(=O)=O)=CC=1.[NH+]1C=CC=CC=1. Product: [F:1][C:2]1[CH:30]=[CH:29][C:5]([CH2:6][N:7]([OH:22])[C:8]([C:10]2[CH:15]=[C:14]([C:16]3[CH:21]=[CH:20][CH:19]=[CH:18][CH:17]=3)[CH:13]=[CH:12][N:11]=2)=[O:9])=[CH:4][CH:3]=1. The catalyst class is: 5. (9) Reactant: [CH3:1][CH2:2][CH2:3][CH2:4][C:5]1[N:14]([CH2:15][C:16]2[CH:21]=[CH:20][C:19]([C:22]3[C:27]([C:28]4[N:32]=[N:31][NH:30][N:29]=4)=[CH:26][CH:25]=[CH:24][CH:23]=3)=[CH:18][CH:17]=2)[C:12](=[O:13])[C:7]2([CH2:11][CH2:10][CH2:9][CH2:8]2)[N:6]=1.Cl.N. Product: [CH3:1][CH2:2][CH2:3][CH2:4][C:5]1[N:14]([CH2:15][C:16]2[CH:17]=[CH:18][C:19]([C:22]3[CH:23]=[CH:24][CH:25]=[CH:26][C:27]=3[C:28]3[N:29]=[N:30][NH:31][N:32]=3)=[CH:20][CH:21]=2)[C:12](=[O:13])[C:7]2([CH2:8][CH2:9][CH2:10][CH2:11]2)[N:6]=1. The catalyst class is: 93. (10) Reactant: [CH2:1]([O:8][C:9]1[CH:16]=[CH:15][C:14](Br)=[CH:13][C:10]=1[CH:11]=[O:12])[C:2]1[CH:7]=[CH:6][CH:5]=[CH:4][CH:3]=1.[F:18][C:19]1[CH:24]=[CH:23][C:22]([O:25][CH3:26])=[CH:21][C:20]=1B(O)O.C1(P(C2CCCCC2)C2C=CC=CC=2C2C(OC)=CC=CC=2OC)CCCCC1.C(=O)([O-])[O-].[Na+].[Na+]. Product: [CH2:1]([O:8][C:9]1[CH:16]=[CH:15][C:14]([C:20]2[CH:21]=[C:22]([O:25][CH3:26])[CH:23]=[CH:24][C:19]=2[F:18])=[CH:13][C:10]=1[CH:11]=[O:12])[C:2]1[CH:7]=[CH:6][CH:5]=[CH:4][CH:3]=1. The catalyst class is: 491.